This data is from Catalyst prediction with 721,799 reactions and 888 catalyst types from USPTO. The task is: Predict which catalyst facilitates the given reaction. (1) Reactant: Cl[C:2]1[C:3]([CH:5]=[C:6]([NH:10][C:11]2[C:20]3[C:15](=[CH:16][C:17]([O:23][CH2:24][CH2:25][O:26][CH3:27])=[C:18]([O:21][CH3:22])[CH:19]=3)[N:14]=[CH:13][N:12]=2)[C:7](=[O:9])[CH:8]=1)=[O:4].CC[N:30]([CH2:33][CH3:34])[CH2:31][CH3:32].[CH3:35][O:36][C:37]1[CH:49]=CC=C[C:38]=1[CH2:39]C1CCNCC1. Product: [CH2:33]([N:30]([C:31]1[CH:32]=[CH:49][C:37]([O:36][CH3:35])=[CH:38][CH:39]=1)[C:2]1[C:3]([CH:5]=[C:6]([NH:10][C:11]2[C:20]3[C:15](=[CH:16][C:17]([O:23][CH2:24][CH2:25][O:26][CH3:27])=[C:18]([O:21][CH3:22])[CH:19]=3)[N:14]=[CH:13][N:12]=2)[C:7](=[O:9])[CH:8]=1)=[O:4])[C:34]1[CH:5]=[CH:3][CH:2]=[CH:8][CH:7]=1. The catalyst class is: 2. (2) Reactant: P([O-])(O)(O)=O.[Na+].Cl([O-])=O.[Na+].[OH:11]O.[CH3:13][O:14][C:15]1[C:16]([CH3:44])=[C:17]([C:35]([O:42][CH3:43])=[C:36]([O:40][CH3:41])[C:37]=1[O:38][CH3:39])[CH2:18][C:19]1[C:20]([O:27][CH2:28][C:29]2[CH:34]=[CH:33][CH:32]=[CH:31][CH:30]=2)=[C:21]([CH:24]=[CH:25][CH:26]=1)[CH:22]=[O:23]. Product: [CH3:13][O:14][C:15]1[C:16]([CH3:44])=[C:17]([C:35]([O:42][CH3:43])=[C:36]([O:40][CH3:41])[C:37]=1[O:38][CH3:39])[CH2:18][C:19]1[C:20]([O:27][CH2:28][C:29]2[CH:34]=[CH:33][CH:32]=[CH:31][CH:30]=2)=[C:21]([CH:24]=[CH:25][CH:26]=1)[C:22]([OH:11])=[O:23]. The catalyst class is: 192. (3) Reactant: Br[C:2]1SC=C2C=1NC(=O)N2.[Br:11][C:12]1[CH:13]=[CH:14][C:15]2[NH:16][C:17]3[C:22]([C:23]=2[CH:24]=1)=[CH:21][C:20]([Br:25])=[CH:19][CH:18]=3.[H-].[Na+].CI.[Cl-].[NH4+]. Product: [Br:25][C:20]1[CH:19]=[CH:18][C:17]2[N:16]([CH3:2])[C:15]3[C:23]([C:22]=2[CH:21]=1)=[CH:24][C:12]([Br:11])=[CH:13][CH:14]=3. The catalyst class is: 132. (4) The catalyst class is: 84. Reactant: IC.[Cl:3][C:4]1[C:5]([CH3:13])=[C:6]([CH:10]=[CH:11][CH:12]=1)[C:7]([OH:9])=[O:8].[C:14](=O)([O-])[O-].[K+].[K+].CN(C)C=O. Product: [Cl:3][C:4]1[C:5]([CH3:13])=[C:6]([CH:10]=[CH:11][CH:12]=1)[C:7]([O:9][CH3:14])=[O:8]. (5) Reactant: Br[CH2:2][C:3]([C:5]1[CH:10]=[CH:9][C:8]([N:11]2[CH2:16][CH2:15][O:14][CH2:13][CH2:12]2)=[CH:7][CH:6]=1)=[O:4].[C:17]1(=[O:27])[NH:21][C:20](=[O:22])[C:19]2=[CH:23][CH:24]=[CH:25][CH:26]=[C:18]12.[K]. Product: [O:14]1[CH2:15][CH2:16][N:11]([C:8]2[CH:9]=[CH:10][C:5]([C:3](=[O:4])[CH2:2][N:21]3[C:17](=[O:27])[C:18]4[C:19](=[CH:23][CH:24]=[CH:25][CH:26]=4)[C:20]3=[O:22])=[CH:6][CH:7]=2)[CH2:12][CH2:13]1. The catalyst class is: 3. (6) Reactant: [C:1]([C:5]1[CH:10]=[C:9]([OH:11])[CH:8]=[C:7]([C:12]2[C:13]([OH:23])=[C:14]([C:19]([CH3:22])([CH3:21])[CH3:20])[CH:15]=[C:16]([OH:18])[CH:17]=2)[C:6]=1[OH:24])([CH3:4])([CH3:3])[CH3:2].N1C=CC=CC=1.[S:31](O[S:31]([C:34]([F:37])([F:36])[F:35])(=[O:33])=[O:32])([C:34]([F:37])([F:36])[F:35])(=[O:33])=[O:32]. Product: [F:35][C:34]([F:37])([F:36])[S:31]([O:11][C:9]1[CH:8]=[C:7]([C:12]2[C:13]([OH:23])=[C:14]([C:19]([CH3:22])([CH3:21])[CH3:20])[CH:15]=[C:16]([O:18][S:31]([C:34]([F:35])([F:36])[F:37])(=[O:32])=[O:33])[CH:17]=2)[C:6]([OH:24])=[C:5]([C:1]([CH3:4])([CH3:2])[CH3:3])[CH:10]=1)(=[O:33])=[O:32]. The catalyst class is: 4. (7) Reactant: Cl[C:2]1[N:7]=[C:6]([O:8][CH:9]([CH3:11])[CH3:10])[C:5]([NH:12][C:13]([C:15]2[C:19]3[C:20](=[O:26])[NH:21][C:22]([CH3:25])([CH3:24])[CH2:23][C:18]=3[O:17][CH:16]=2)=[O:14])=[CH:4][CH:3]=1.[CH3:27][N:28]([CH3:34])[C@H:29]1[CH2:33][CH2:32][NH:31][CH2:30]1.C1(P(C2CCCCC2)C2C=CC=CC=2C2C(N(C)C)=CC=CC=2)CCCCC1.CC(C)([O-])C.[K+]. Product: [CH3:27][N:28]([CH3:34])[C@H:29]1[CH2:33][CH2:32][N:31]([C:2]2[N:7]=[C:6]([O:8][CH:9]([CH3:11])[CH3:10])[C:5]([NH:12][C:13]([C:15]3[C:19]4[C:20](=[O:26])[NH:21][C:22]([CH3:25])([CH3:24])[CH2:23][C:18]=4[O:17][CH:16]=3)=[O:14])=[CH:4][CH:3]=2)[CH2:30]1. The catalyst class is: 101. (8) Reactant: [Cl:1][C:2]1[CH:7]=[CH:6][C:5]([C:8]2(O)[C:20]3[CH:19]=[C:18]([O:21][CH2:22][CH:23]4[CH2:28][CH:27]([O:29][CH2:30][CH2:31][CH2:32][CH2:33][CH2:34][CH2:35][CH2:36][CH2:37][CH2:38][CH2:39][CH2:40][CH2:41][CH2:42][CH2:43][CH2:44][CH2:45][CH2:46][CH3:47])[CH:26]([O:48][CH2:49][CH2:50][CH2:51][CH2:52][CH2:53][CH2:54][CH2:55][CH2:56][CH2:57][CH2:58][CH2:59][CH2:60][CH2:61][CH2:62][CH2:63][CH2:64][CH2:65][CH3:66])[CH:25]([O:67][CH2:68][CH2:69][CH2:70][CH2:71][CH2:72][CH2:73][CH2:74][CH2:75][CH2:76][CH2:77][CH2:78][CH2:79][CH2:80][CH2:81][CH2:82][CH2:83][CH2:84][CH3:85])[CH2:24]4)[CH:17]=[CH:16][C:15]=3[C:14]3[C:9]2=[CH:10][CH:11]=[CH:12][CH:13]=3)=[CH:4][CH:3]=1.C([Br:90])(=O)C. Product: [Cl:1][C:2]1[CH:7]=[CH:6][C:5]([C:8]2([Br:90])[C:20]3[CH:19]=[C:18]([O:21][CH2:22][CH:23]4[CH2:28][CH:27]([O:29][CH2:30][CH2:31][CH2:32][CH2:33][CH2:34][CH2:35][CH2:36][CH2:37][CH2:38][CH2:39][CH2:40][CH2:41][CH2:42][CH2:43][CH2:44][CH2:45][CH2:46][CH3:47])[CH:26]([O:48][CH2:49][CH2:50][CH2:51][CH2:52][CH2:53][CH2:54][CH2:55][CH2:56][CH2:57][CH2:58][CH2:59][CH2:60][CH2:61][CH2:62][CH2:63][CH2:64][CH2:65][CH3:66])[CH:25]([O:67][CH2:68][CH2:69][CH2:70][CH2:71][CH2:72][CH2:73][CH2:74][CH2:75][CH2:76][CH2:77][CH2:78][CH2:79][CH2:80][CH2:81][CH2:82][CH2:83][CH2:84][CH3:85])[CH2:24]4)[CH:17]=[CH:16][C:15]=3[C:14]3[C:9]2=[CH:10][CH:11]=[CH:12][CH:13]=3)=[CH:4][CH:3]=1. The catalyst class is: 22.